This data is from Catalyst prediction with 721,799 reactions and 888 catalyst types from USPTO. The task is: Predict which catalyst facilitates the given reaction. (1) Reactant: [Cl-:1].[Cl-].[Cl-].[Cl-].[Zr+4:5].[Cl-].[Cl-].[Cl-].[Al+3:9].C(Cl)[Cl:11]. Product: [Al+3:9].[Cl-:11].[Cl-:1].[Cl-:11].[Cl-:11].[Cl-:11].[Cl-:11].[Cl-:11].[Zr+4:5]. The catalyst class is: 463. (2) The catalyst class is: 230. Reactant: [Cl:1][C:2]1[CH:3]=[C:4]([NH:9][C:10]2[C:18]3[C:13](=[CH:14][N:15]=[CH:16][CH:17]=3)[S:12][C:11]=2[C:19]([O:21][CH3:22])=[O:20])[CH:5]=[CH:6][C:7]=1[F:8].[CH3:23][C:24]([O:27][C:28](O[C:28]([O:27][C:24]([CH3:26])([CH3:25])[CH3:23])=[O:29])=[O:29])([CH3:26])[CH3:25].O. Product: [C:24]([O:27][C:28]([N:9]([C:4]1[CH:5]=[CH:6][C:7]([F:8])=[C:2]([Cl:1])[CH:3]=1)[C:10]1[C:18]2[C:13](=[CH:14][N:15]=[CH:16][CH:17]=2)[S:12][C:11]=1[C:19]([O:21][CH3:22])=[O:20])=[O:29])([CH3:26])([CH3:25])[CH3:23]. (3) Reactant: [Br:1][C:2]1[CH:3]=[C:4]([CH:6]=[CH:7][C:8]=1[F:9])[NH2:5].[CH3:10][C:11]1[N:12]=[C:13]([NH:16][C:17](=O)[O:18]C2C=CC=CC=2)[S:14][CH:15]=1. Product: [Br:1][C:2]1[CH:3]=[C:4]([NH:5][C:17]([NH:16][C:13]2[S:14][CH:15]=[C:11]([CH3:10])[N:12]=2)=[O:18])[CH:6]=[CH:7][C:8]=1[F:9]. The catalyst class is: 1.